From a dataset of NCI-60 drug combinations with 297,098 pairs across 59 cell lines. Regression. Given two drug SMILES strings and cell line genomic features, predict the synergy score measuring deviation from expected non-interaction effect. (1) Drug 1: C1CCN(CC1)CCOC2=CC=C(C=C2)C(=O)C3=C(SC4=C3C=CC(=C4)O)C5=CC=C(C=C5)O. Drug 2: C1=CC=C(C(=C1)C(C2=CC=C(C=C2)Cl)C(Cl)Cl)Cl. Cell line: SK-MEL-2. Synergy scores: CSS=2.52, Synergy_ZIP=-0.141, Synergy_Bliss=2.15, Synergy_Loewe=-1.71, Synergy_HSA=-0.997. (2) Drug 1: C1=CC(=CC=C1CCCC(=O)O)N(CCCl)CCCl. Drug 2: CS(=O)(=O)OCCCCOS(=O)(=O)C. Cell line: T-47D. Synergy scores: CSS=16.3, Synergy_ZIP=-5.38, Synergy_Bliss=-8.69, Synergy_Loewe=-22.5, Synergy_HSA=-10.1. (3) Drug 1: C1=NC2=C(N1)C(=S)N=C(N2)N. Drug 2: CCN(CC)CCCC(C)NC1=C2C=C(C=CC2=NC3=C1C=CC(=C3)Cl)OC. Cell line: HCC-2998. Synergy scores: CSS=50.9, Synergy_ZIP=-3.43, Synergy_Bliss=-5.08, Synergy_Loewe=-7.27, Synergy_HSA=-1.30.